This data is from Catalyst prediction with 721,799 reactions and 888 catalyst types from USPTO. The task is: Predict which catalyst facilitates the given reaction. (1) Reactant: CS(C)=O.[C:5]([O:9][C:10]([N:12]1[CH2:17][CH2:16][NH:15][CH2:14][CH2:13]1)=[O:11])([CH3:8])([CH3:7])[CH3:6].C(N(CC)C(C)C)(C)C.[CH3:27][O:28][C:29]([C:31]1[N:35]=[C:34]([CH2:36]Cl)[O:33][CH:32]=1)=[O:30]. Product: [CH3:27][O:28][C:29]([C:31]1[N:35]=[C:34]([CH2:36][N:15]2[CH2:16][CH2:17][N:12]([C:10]([O:9][C:5]([CH3:8])([CH3:6])[CH3:7])=[O:11])[CH2:13][CH2:14]2)[O:33][CH:32]=1)=[O:30]. The catalyst class is: 13. (2) Reactant: [NH2:1][C:2]1[CH:7]=[CH:6][C:5]([SH:8])=[CH:4][CH:3]=1.C(=O)([O-])[O-].[K+].[K+].S(O[CH:26]1[CH2:31][CH2:30][N:29]([C:32]([O:34][C:35]([CH3:38])([CH3:37])[CH3:36])=[O:33])[CH2:28][CH2:27]1)(C1C=CC(C)=CC=1)(=O)=O. Product: [NH2:1][C:2]1[CH:7]=[CH:6][C:5]([S:8][CH:26]2[CH2:31][CH2:30][N:29]([C:32]([O:34][C:35]([CH3:38])([CH3:37])[CH3:36])=[O:33])[CH2:28][CH2:27]2)=[CH:4][CH:3]=1. The catalyst class is: 9. (3) Reactant: [OH:1][CH2:2][C:3]1([CH2:6][C:7]#[N:8])[CH2:5][CH2:4]1.C(N(CC)CC)C.[CH3:16][S:17](Cl)(=[O:19])=[O:18]. Product: [CH3:16][S:17]([O:1][CH2:2][C:3]1([CH2:6][C:7]#[N:8])[CH2:5][CH2:4]1)(=[O:19])=[O:18]. The catalyst class is: 2. (4) Reactant: [N+:1]([C:4]1[CH:8]=[CH:7][N:6]([CH2:9][CH2:10][C:11]2[CH:16]=[CH:15][CH:14]=[CH:13][CH:12]=2)[N:5]=1)([O-])=O. Product: [NH2:1][C:4]1[CH:8]=[CH:7][N:6]([CH2:9][CH2:10][C:11]2[CH:12]=[CH:13][CH:14]=[CH:15][CH:16]=2)[N:5]=1. The catalyst class is: 604. (5) Reactant: [CH2:1]([N:4]([CH2:26][CH2:27][CH3:28])[C:5]1[C:6]([C:19]2[CH:24]=[CH:23][C:22]([F:25])=[CH:21][CH:20]=2)=[N:7][C:8]2[C:13]([N:14]=1)=[CH:12][C:11]([C:15]([O:17]C)=[O:16])=[CH:10][CH:9]=2)[CH2:2][CH3:3].[OH-].[Na+]. Product: [CH2:26]([N:4]([CH2:1][CH2:2][CH3:3])[C:5]1[C:6]([C:19]2[CH:20]=[CH:21][C:22]([F:25])=[CH:23][CH:24]=2)=[N:7][C:8]2[C:13]([N:14]=1)=[CH:12][C:11]([C:15]([OH:17])=[O:16])=[CH:10][CH:9]=2)[CH2:27][CH3:28]. The catalyst class is: 24.